Dataset: Peptide-MHC class II binding affinity with 134,281 pairs from IEDB. Task: Regression. Given a peptide amino acid sequence and an MHC pseudo amino acid sequence, predict their binding affinity value. This is MHC class II binding data. (1) The peptide sequence is AAAAAYETAFAAIVP. The MHC is HLA-DPA10201-DPB10101 with pseudo-sequence HLA-DPA10201-DPB10101. The binding affinity (normalized) is 0.585. (2) The peptide sequence is QGLYMGNLSQLQLTK. The MHC is DRB1_0101 with pseudo-sequence DRB1_0101. The binding affinity (normalized) is 0.719.